This data is from CYP2C9 inhibition data for predicting drug metabolism from PubChem BioAssay. The task is: Regression/Classification. Given a drug SMILES string, predict its absorption, distribution, metabolism, or excretion properties. Task type varies by dataset: regression for continuous measurements (e.g., permeability, clearance, half-life) or binary classification for categorical outcomes (e.g., BBB penetration, CYP inhibition). Dataset: cyp2c9_veith. (1) The molecule is Cc1ccc(NC(=S)N2CCN(C3CCCCC3)CC2)cc1. The result is 0 (non-inhibitor). (2) The molecule is Cc1ccc(SCC(=O)Nc2ccc(N3CCN(c4ccccc4)CC3)c(F)c2)cc1. The result is 0 (non-inhibitor). (3) The result is 0 (non-inhibitor). The compound is Clc1ccc([C@@H]2C[C@H]3CC[C@@H]2N3)cn1. (4) The drug is O=C(O)c1cccnc1Nc1cccc(C(F)(F)F)c1. The result is 0 (non-inhibitor). (5) The drug is CN(C)c1ncnc2ccc(-c3ccccc3C(F)(F)F)cc12. The result is 0 (non-inhibitor). (6) The molecule is COc1ccccc1CNc1ccnc(-c2ccccc2CN(C)C)n1. The result is 0 (non-inhibitor).